From a dataset of Full USPTO retrosynthesis dataset with 1.9M reactions from patents (1976-2016). Predict the reactants needed to synthesize the given product. (1) The reactants are: [Br:1][C:2]1[C:3]([CH3:9])=[N:4][C:5](Cl)=[N:6][CH:7]=1.Cl.[NH:11]1[CH2:15][CH2:14][C@H:13]([OH:16])[CH2:12]1.C(N(C(C)C)C(C)C)C.C(O)C. Given the product [Br:1][C:2]1[C:3]([CH3:9])=[N:4][C:5]([N:11]2[CH2:15][CH2:14][C@H:13]([OH:16])[CH2:12]2)=[N:6][CH:7]=1, predict the reactants needed to synthesize it. (2) Given the product [OH:3][CH2:4][C:5]1[O:12][C:11]([CH:13]=[O:14])=[CH:9][CH:7]=1, predict the reactants needed to synthesize it. The reactants are: [Na+].[Cl-].[OH:3][CH2:4][C:5]([C@H:7]([C@@H:9]([C@@H:11]([CH2:13][OH:14])[OH:12])O)O)=O.C(C1C=CC=CC=1O)(CC)C.